Dataset: Forward reaction prediction with 1.9M reactions from USPTO patents (1976-2016). Task: Predict the product of the given reaction. (1) Given the reactants [F:1][C:2]1[CH:3]=[C:4]([CH:7]=[CH:8][C:9]=1[N:10]1[CH2:15][CH2:14][N:13]([C:16]([C:18]2[CH:23]=[C:22]([S:24]([CH3:27])(=[O:26])=[O:25])[CH:21]=[CH:20][C:19]=2[C:28]2[CH:33]=[CH:32][C:31]([F:34])=[CH:30][CH:29]=2)=[O:17])[CH2:12][CH2:11]1)[CH:5]=[O:6].[CH2:35]([Mg]Br)[CH3:36], predict the reaction product. The product is: [F:1][C:2]1[CH:3]=[C:4]([C:5](=[O:6])[CH2:35][CH3:36])[CH:7]=[CH:8][C:9]=1[N:10]1[CH2:11][CH2:12][N:13]([C:16]([C:18]2[CH:23]=[C:22]([S:24]([CH3:27])(=[O:26])=[O:25])[CH:21]=[CH:20][C:19]=2[C:28]2[CH:29]=[CH:30][C:31]([F:34])=[CH:32][CH:33]=2)=[O:17])[CH2:14][CH2:15]1. (2) Given the reactants Cl.C([O:9][P:10]([CH2:19][C@H:20]([OH:23])[CH2:21][NH2:22])([CH2:12][CH:13]1[CH2:18][CH2:17][CH2:16][CH2:15][CH2:14]1)=[O:11])C1C=CC=CC=1.[NH:24](C(OCC1C=CC=CC=1)=O)[C@H:25]([C:36]([NH:38][C@H:39]([C:43](O)=[O:44])[CH:40]([CH3:42])[CH3:41])=[O:37])[CH2:26][C:27]1[C:35]2[C:30](=[CH:31][CH:32]=[CH:33][CH:34]=2)[NH:29][CH:28]=1, predict the reaction product. The product is: [NH2:24][C@@H:25]([CH2:26][C:27]1[C:35]2[C:30](=[CH:31][CH:32]=[CH:33][CH:34]=2)[NH:29][CH:28]=1)[C:36]([NH:38][C@@H:39]([CH:40]([CH3:41])[CH3:42])[C:43]([NH:22][CH2:21][C@@H:20]([OH:23])[CH2:19][P:10]([CH2:12][CH:13]1[CH2:14][CH2:15][CH2:16][CH2:17][CH2:18]1)(=[O:11])[OH:9])=[O:44])=[O:37]. (3) Given the reactants [NH:1]1[CH2:6][CH2:5][CH2:4][C@@H:3]([C:7]([N:9]2[CH2:13][CH2:12][CH2:11][CH2:10]2)=[O:8])[CH2:2]1.C(N(C(C)C)CC)(C)C.Cl[C:24]1[N:29]=[C:28]([NH2:30])[C:27]([N+:31]([O-:33])=[O:32])=[CH:26][CH:25]=1, predict the reaction product. The product is: [NH2:30][C:28]1[N:29]=[C:24]([N:1]2[CH2:6][CH2:5][CH2:4][C@@H:3]([C:7]([N:9]3[CH2:10][CH2:11][CH2:12][CH2:13]3)=[O:8])[CH2:2]2)[CH:25]=[CH:26][C:27]=1[N+:31]([O-:33])=[O:32].